Dataset: Catalyst prediction with 721,799 reactions and 888 catalyst types from USPTO. Task: Predict which catalyst facilitates the given reaction. (1) Reactant: Cl.[NH2:2][C:3]1[C:4]2[C:5]3[C:6](=[N:18][N:19]([CH2:21][C:22]4[C:27]([Cl:28])=[C:26]([O:29][CH3:30])[C:25]([CH3:31])=[CH:24][N:23]=4)[N:20]=2)[CH:7]=[C:8]([CH2:13][C:14]([NH:16][CH3:17])=[O:15])[C:9]=3[CH2:10][S:11][N:12]=1. Product: [NH2:2][C:3]1[C:4]2[C:5]3[C:6](=[N:18][N:19]([CH2:21][C:22]4[C:27]([Cl:28])=[C:26]([O:29][CH3:30])[C:25]([CH3:31])=[CH:24][N:23]=4)[N:20]=2)[CH:7]=[C:8]([CH2:13][C:14]([NH:16][CH3:17])=[O:15])[C:9]=3[CH2:10][S:11][N:12]=1. The catalyst class is: 6. (2) Reactant: Br[C:2]1[C:7]([Cl:8])=[CH:6][C:5]([NH:9][C:10]2[N:14]=[C:13]([NH2:15])[NH:12][N:11]=2)=[CH:4][C:3]=1[Cl:16].CC1(C)C(C)(C)OB([C:25]2[CH:26]=[N:27][C:28]([NH2:31])=[N:29][CH:30]=2)O1.C(=O)([O-])[O-].[Na+].[Na+]. Product: [NH2:31][C:28]1[N:29]=[CH:30][C:25]([C:2]2[C:7]([Cl:8])=[CH:6][C:5]([NH:9][C:10]3[N:14]=[C:13]([NH2:15])[NH:12][N:11]=3)=[CH:4][C:3]=2[Cl:16])=[CH:26][N:27]=1. The catalyst class is: 73. (3) Reactant: [CH:1]1([CH2:7][CH2:8][CH2:9][C@@H:10]([C:15]2[O:19][N:18]=[C:17]([CH3:20])[N:16]=2)[CH2:11][C:12](O)=[O:13])[CH2:6][CH2:5][CH2:4][CH2:3][CH2:2]1.C(N1C=CN=C1)(N1C=CN=C1)=O.Cl.[NH2:34][OH:35]. Product: [CH:1]1([CH2:7][CH2:8][CH2:9][C@@H:10]([C:15]2[O:19][N:18]=[C:17]([CH3:20])[N:16]=2)[CH2:11][C:12]([NH:34][OH:35])=[O:13])[CH2:6][CH2:5][CH2:4][CH2:3][CH2:2]1. The catalyst class is: 7. (4) Reactant: [C:1]([O:5][C:6]([N:8]([CH3:55])[C@@H:9]([CH3:54])[C:10]([NH:12][C@@H:13]([C:50]([CH3:53])([CH3:52])[CH3:51])[C:14]([N:16]1[C@H:25]([C:26](=[O:38])[NH:27][C@H:28]2[C:37]3[C:32](=[CH:33][CH:34]=[CH:35][CH:36]=3)[CH2:31][CH2:30][CH2:29]2)[CH2:24][C:23]2[C:18](=[CH:19][C:20]([O:39]CC3C=CC(C(O)=O)=CC=3)=[CH:21][CH:22]=2)[CH2:17]1)=[O:15])=[O:11])=[O:7])([CH3:4])([CH3:3])[CH3:2]. Product: [OH:39][C:20]1[CH:19]=[C:18]2[C:23]([CH2:24][C@@H:25]([C:26](=[O:38])[NH:27][C@H:28]3[C:37]4[C:32](=[CH:33][CH:34]=[CH:35][CH:36]=4)[CH2:31][CH2:30][CH2:29]3)[N:16]([C:14](=[O:15])[C@@H:13]([NH:12][C:10](=[O:11])[C@@H:9]([N:8]([CH3:55])[C:6](=[O:7])[O:5][C:1]([CH3:3])([CH3:4])[CH3:2])[CH3:54])[C:50]([CH3:51])([CH3:52])[CH3:53])[CH2:17]2)=[CH:22][CH:21]=1. The catalyst class is: 19.